This data is from Full USPTO retrosynthesis dataset with 1.9M reactions from patents (1976-2016). The task is: Predict the reactants needed to synthesize the given product. (1) Given the product [I:5][C:6]1[CH:7]=[CH:8][C:9]2[CH2:10][CH:11]3[CH2:18][NH:17][CH2:16][CH2:15][N:12]3[C:13]=2[CH:14]=1, predict the reactants needed to synthesize it. The reactants are: C([BH3-])#N.[Na+].[I:5][C:6]1[CH:7]=[CH:8][C:9]2[CH:10]=[C:11]3[CH2:18][NH:17][CH2:16][CH2:15][N:12]3[C:13]=2[CH:14]=1.C(=O)([O-])O.[Na+].C(OCC)(=O)C. (2) Given the product [Br:60][C:61]1[CH:62]=[C:63]([N:5]2[CH2:6][CH2:7][CH:3]([O:2][CH3:1])[CH2:4]2)[CH:64]=[CH:65][CH:66]=1, predict the reactants needed to synthesize it. The reactants are: [CH3:1][O:2][CH:3]1[CH2:7][CH2:6][NH:5][CH2:4]1.C1C=CC(P(C2C(C3C(P(C4C=CC=CC=4)C4C=CC=CC=4)=CC=C4C=3C=CC=C4)=C3C(C=CC=C3)=CC=2)C2C=CC=CC=2)=CC=1.C(=O)([O-])[O-].[Cs+].[Cs+].[Br:60][C:61]1[CH:66]=[CH:65][CH:64]=[C:63](Br)[CH:62]=1. (3) Given the product [C:1]([O:4][C:5]1[CH:6]=[C:7]2[C:12](=[CH:13][C:14]=1[O:15][CH3:16])[N:11]=[C:10]([C:17]1[CH:22]=[CH:21][CH:20]=[C:19]([N+:23]([O-:25])=[O:24])[CH:18]=1)[N:9]=[C:8]2[Cl:29])(=[O:3])[CH3:2], predict the reactants needed to synthesize it. The reactants are: [C:1]([O:4][C:5]1[CH:6]=[C:7]2[C:12](=[CH:13][C:14]=1[O:15][CH3:16])[N:11]=[C:10]([C:17]1[CH:22]=[CH:21][CH:20]=[C:19]([N+:23]([O-:25])=[O:24])[CH:18]=1)[NH:9][C:8]2=O)(=[O:3])[CH3:2].S(Cl)([Cl:29])=O. (4) Given the product [Br:1][C:2]1[CH:3]=[CH:4][C:5]([N:8]2[CH:27]=[C:28]([C:29]([O:31][CH2:32][CH3:33])=[O:30])[N:20]=[C:9]2[C:10]([C:13]2[CH:18]=[CH:17][CH:16]=[CH:15][C:14]=2[F:19])([CH3:12])[CH3:11])=[CH:6][CH:7]=1, predict the reactants needed to synthesize it. The reactants are: [Br:1][C:2]1[CH:7]=[CH:6][C:5]([NH:8][C:9](=[NH:20])[C:10]([C:13]2[CH:18]=[CH:17][CH:16]=[CH:15][C:14]=2[F:19])([CH3:12])[CH3:11])=[CH:4][CH:3]=1.C([O-])(O)=O.[Na+].Br[CH2:27][C:28](=O)[C:29]([O:31][CH2:32][CH3:33])=[O:30].